Dataset: Full USPTO retrosynthesis dataset with 1.9M reactions from patents (1976-2016). Task: Predict the reactants needed to synthesize the given product. Given the product [CH3:15][N:11]1[CH2:12][CH2:13][CH2:14][C@H:10]1[CH2:9][O:8][C:29]1[CH:34]=[CH:33][C:32]([C:36]#[C:35][Si:37]([CH3:40])([CH3:39])[CH3:38])=[CH:31][N:41]=1, predict the reactants needed to synthesize it. The reactants are: BrC1C=NC=C([O:8][CH2:9][C@@H:10]2[CH2:14][CH2:13][CH2:12][N:11]2[CH3:15])C=1.[CH:33]1[CH:34]=[CH:29]C(P([C:29]2[CH:34]=[CH:33][CH:32]=[CH:31]C=2)[C:33]2[CH:34]=[CH:29]C=[CH:31][CH:32]=2)=[CH:31][CH:32]=1.[C:35]([Si:37]([CH3:40])([CH3:39])[CH3:38])#[CH:36].[NH4+:41].[Cl-].